Predict the reaction yield, written as a fraction of the theoretical maximum amount of product (1.0 means a 100% yield; for example, 0.34 means a 34% yield). From a dataset of Reaction yield outcomes from USPTO patents with 853,638 reactions. (1) The reactants are [Cl:1][C:2]([Cl:15])=[CH:3][CH2:4][O:5][C:6]1[CH:11]=[C:10]([Cl:12])[C:9]([OH:13])=[C:8]([Cl:14])[CH:7]=1.O[CH2:17][CH2:18][C:19]1[S:20][CH:21]=[CH:22][CH:23]=1.C1(P(C2C=CC=CC=2)C2C=CC=CC=2)C=CC=CC=1.N(C(OC(C)C)=O)=NC(OC(C)C)=O. The catalyst is O1CCCC1. The product is [Cl:14][C:8]1[CH:7]=[C:6]([O:5][CH2:4][CH:3]=[C:2]([Cl:1])[Cl:15])[CH:11]=[C:10]([Cl:12])[C:9]=1[O:13][CH2:17][CH2:18][C:19]1[S:20][CH:21]=[CH:22][CH:23]=1. The yield is 0.620. (2) The reactants are [SH:1][CH:2]([CH2:6][C:7]([OH:9])=[O:8])[C:3]([OH:5])=[O:4].[CH2:10]([C:13]([F:31])([F:30])[C:14]([F:29])([F:28])[C:15]([F:27])([F:26])[C:16]([F:25])([F:24])[C:17]([F:23])([F:22])[C:18]([F:21])([F:20])[F:19])[CH2:11]O. The catalyst is C1(C)C=CC=CC=1.O.C1(C)C=CC(S(O)(=O)=O)=CC=1. The yield is 1.00. The product is [F:30][C:13]([F:31])([C:14]([F:29])([F:28])[C:15]([F:27])([F:26])[C:16]([F:25])([F:24])[C:17]([F:23])([F:22])[C:18]([F:21])([F:20])[F:19])[CH2:10][CH2:11][O:4][C:3](=[O:5])[CH:2]([SH:1])[CH2:6][C:7]([O:9][CH2:11][CH2:10][C:13]([F:30])([F:31])[C:14]([F:28])([F:29])[C:15]([F:26])([F:27])[C:16]([F:24])([F:25])[C:17]([F:23])([F:22])[C:18]([F:21])([F:20])[F:19])=[O:8].